Dataset: Forward reaction prediction with 1.9M reactions from USPTO patents (1976-2016). Task: Predict the product of the given reaction. (1) Given the reactants [CH:1]([O:4][C:5](=[O:9])[O:6][CH2:7][Cl:8])(C)[CH3:2].[CH2:10](O)[CH2:11]CC, predict the reaction product. The product is: [Cl:8][CH2:7][O:6][C:5](=[O:9])[O:4][CH2:1][CH2:2][CH2:10][CH3:11]. (2) Given the reactants Br[C:2]1[CH:7]=[CH:6][C:5]([C:8]#[N:9])=[CH:4][N:3]=1.[CH:10]1([NH2:13])[CH2:12][CH2:11]1, predict the reaction product. The product is: [CH:10]1([NH:13][C:2]2[CH:7]=[CH:6][C:5]([C:8]#[N:9])=[CH:4][N:3]=2)[CH2:12][CH2:11]1. (3) Given the reactants [O:1]=[C:2]1[NH:7][C:6]([C:8]2[CH:13]=[CH:12][C:11]([C:14]([F:17])([F:16])[F:15])=[CH:10][CH:9]=2)=[CH:5][N:4]2[C:18]([C:21]#[N:22])=[CH:19][CH:20]=[C:3]12.P12(SP3(SP(SP(S3)(S1)=S)(=S)S2)=S)=S.[CH2:37](N)[CH2:38][NH2:39], predict the reaction product. The product is: [NH:22]1[CH2:37][CH2:38][N:39]=[C:21]1[C:18]1[N:4]2[CH:5]=[C:6]([C:8]3[CH:13]=[CH:12][C:11]([C:14]([F:15])([F:17])[F:16])=[CH:10][CH:9]=3)[NH:7][C:2](=[O:1])[C:3]2=[CH:20][CH:19]=1. (4) Given the reactants [I:1][C:2]1[CH:3]=[CH:4][C:5]([O:10][CH:11]2[CH2:16][CH2:15][O:14][CH2:13][CH2:12]2)=[C:6]([CH:9]=1)[CH:7]=O.C(OC([N:24]1CCC(COC2C=CC(I)=CC=2C=O)[CH2:26][CH2:25]1)=O)(C)(C)C.[CH3:41][Si:42](N[Si:42]([CH3:44])([CH3:43])[CH3:41])([CH3:44])[CH3:43].C([Li])CCC.C[Si](Cl)(C)C.C(N(CC)CC)C.C(Cl)(=[O:69])C, predict the reaction product. The product is: [I:1][C:2]1[CH:3]=[CH:4][C:5]([O:10][CH:11]2[CH2:16][CH2:15][O:14][CH2:13][CH2:12]2)=[C:6]([CH:7]=[N:24][C:25]([O:69][Si:42]([CH3:44])([CH3:43])[CH3:41])=[CH2:26])[CH:9]=1. (5) Given the reactants [NH2:1][C:2]1[C:6]([C:7]([O:9][CH2:10][CH3:11])=[O:8])=[CH:5][NH:4][N:3]=1.[Cl:12][C:13]1[N:18]=[C:17](Cl)[C:16]([Cl:20])=[CH:15][N:14]=1.C(=O)([O-])[O-].[Na+].[Na+], predict the reaction product. The product is: [Cl:12][C:13]1[N:18]=[C:17]([NH:1][C:2]2[C:6]([C:7]([O:9][CH2:10][CH3:11])=[O:8])=[CH:5][NH:4][N:3]=2)[C:16]([Cl:20])=[CH:15][N:14]=1. (6) Given the reactants C(OC(=O)[NH:10][C:11]1[S:15][C:14]2[CH:16]=[C:17]([OH:20])[CH:18]=[CH:19][C:13]=2[C:12]=1[C:21](=[O:23])[NH2:22])C1C=CC=CC=1.C([O-])=O.[NH4+], predict the reaction product. The product is: [NH2:10][C:11]1[S:15][C:14]2[CH:16]=[C:17]([OH:20])[CH:18]=[CH:19][C:13]=2[C:12]=1[C:21]([NH2:22])=[O:23]. (7) Given the reactants Br[CH2:2][C:3]([C:5]1[CH:10]=[CH:9][CH:8]=[CH:7][C:6]=1[S:11]([CH2:14][CH3:15])(=[O:13])=[O:12])=O.[NH2:16][C:17]1[CH:22]=[C:21]([C:23]([F:26])([F:25])[F:24])[CH:20]=[CH:19][N:18]=1, predict the reaction product. The product is: [CH2:14]([S:11]([C:6]1[CH:7]=[CH:8][CH:9]=[CH:10][C:5]=1[C:3]1[N:16]=[C:17]2[CH:22]=[C:21]([C:23]([F:25])([F:24])[F:26])[CH:20]=[CH:19][N:18]2[CH:2]=1)(=[O:13])=[O:12])[CH3:15]. (8) Given the reactants C([O-])(=O)C.[Na+].[Cl:6][C:7]1[CH:12]=[C:11]([N:13]2[CH2:17][CH2:16][CH2:15][CH:14]2[CH3:18])[N:10]=[C:9]([S:19][CH3:20])[N:8]=1.[Br:21]Br, predict the reaction product. The product is: [Br:21][C:12]1[C:7]([Cl:6])=[N:8][C:9]([S:19][CH3:20])=[N:10][C:11]=1[N:13]1[CH2:17][CH2:16][CH2:15][CH:14]1[CH3:18].